Dataset: CYP2C19 inhibition data for predicting drug metabolism from PubChem BioAssay. Task: Regression/Classification. Given a drug SMILES string, predict its absorption, distribution, metabolism, or excretion properties. Task type varies by dataset: regression for continuous measurements (e.g., permeability, clearance, half-life) or binary classification for categorical outcomes (e.g., BBB penetration, CYP inhibition). Dataset: cyp2c19_veith. The compound is CCCN(CCC)CCCNC(=O)CS(=O)Cc1nc(-c2ccc(OC)c(OC)c2)oc1C. The result is 0 (non-inhibitor).